This data is from Peptide-MHC class I binding affinity with 185,985 pairs from IEDB/IMGT. The task is: Regression. Given a peptide amino acid sequence and an MHC pseudo amino acid sequence, predict their binding affinity value. This is MHC class I binding data. (1) The peptide sequence is MLDPRFVKQ. The MHC is HLA-A03:01 with pseudo-sequence HLA-A03:01. The binding affinity (normalized) is 0.0847. (2) The peptide sequence is YLNWFIPPV. The MHC is HLA-A02:01 with pseudo-sequence HLA-A02:01. The binding affinity (normalized) is 1.00. (3) The peptide sequence is KPPISFPLCA. The MHC is HLA-B54:01 with pseudo-sequence HLA-B54:01. The binding affinity (normalized) is 0.236. (4) The peptide sequence is KLNWASQIY. The MHC is HLA-A31:01 with pseudo-sequence HLA-A31:01. The binding affinity (normalized) is 0.0594. (5) The peptide sequence is ETPHLMGWDY. The MHC is HLA-A23:01 with pseudo-sequence HLA-A23:01. The binding affinity (normalized) is 0. (6) The MHC is Patr-A0101 with pseudo-sequence Patr-A0101. The peptide sequence is TLWKAGILYK. The binding affinity (normalized) is 0.750.